This data is from Full USPTO retrosynthesis dataset with 1.9M reactions from patents (1976-2016). The task is: Predict the reactants needed to synthesize the given product. (1) Given the product [CH2:24]([O:23][C:21]([C:20]1[C:19]([CH3:26])=[N:1][C:2]2[C:3]([C:16]=1[NH2:17])=[C:4]([C:8]1[CH:13]=[CH:12][CH:11]=[C:10]([O:14][CH3:15])[CH:9]=1)[CH:5]=[CH:6][CH:7]=2)=[O:22])[CH3:25], predict the reactants needed to synthesize it. The reactants are: [NH2:1][C:2]1[CH:7]=[CH:6][CH:5]=[C:4]([C:8]2[CH:13]=[CH:12][CH:11]=[C:10]([O:14][CH3:15])[CH:9]=2)[C:3]=1[C:16]#[N:17].O=[C:19]([CH3:26])[CH2:20][C:21]([O:23][CH2:24][CH3:25])=[O:22]. (2) Given the product [Cl:1][C:2]1[CH:7]=[C:6]([N:8]([CH3:9])[CH3:10])[C:5]([F:11])=[CH:4][C:3]=1[C:12]1[CH:17]=[CH:16][N:15]=[C:14]([NH:18][CH:19]([CH2:22][O:23][CH3:24])[CH2:20][CH3:21])[C:13]=1[NH2:25], predict the reactants needed to synthesize it. The reactants are: [Cl:1][C:2]1[CH:7]=[C:6]([N:8]([CH3:10])[CH3:9])[C:5]([F:11])=[CH:4][C:3]=1[C:12]1[CH:17]=[CH:16][N:15]=[C:14]([NH:18][CH:19]([CH2:22][O:23][CH3:24])[CH2:20][CH3:21])[C:13]=1[N+:25]([O-])=O.Cl[Sn]Cl.O. (3) Given the product [Cl:8][C:4]1[N:3]=[C:2]([NH:9][C:10]2[CH:18]=[CH:17][C:13]([C:14]([OH:16])=[O:15])=[CH:12][C:11]=2[CH3:19])[CH:7]=[N:6][CH:5]=1, predict the reactants needed to synthesize it. The reactants are: Cl[C:2]1[CH:7]=[N:6][CH:5]=[C:4]([Cl:8])[N:3]=1.[NH2:9][C:10]1[CH:18]=[CH:17][C:13]([C:14]([OH:16])=[O:15])=[CH:12][C:11]=1[CH3:19].CC([O-])(C)C.[Na+].CC1(C)C2C(=C(P(C3C=CC=CC=3)C3C=CC=CC=3)C=CC=2)OC2C(P(C3C=CC=CC=3)C3C=CC=CC=3)=CC=CC1=2. (4) The reactants are: [N:1]1([C:10](=[O:22])[C:11](N2C3C=CC=CC=3N=N2)=[O:12])[C:5]2[CH:6]=[CH:7][CH:8]=[CH:9][C:4]=2[N:3]=[N:2]1.Cl.[F:24][C:25]([F:37])([F:36])[C:26]1[CH:27]=[N:28][C:29]2[CH2:30][CH2:31][NH:32][CH2:33][C:34]=2[CH:35]=1.CCN(CC)CC. Given the product [N:1]1([C:10](=[O:22])[C:11]([N:32]2[CH2:31][CH2:30][C:29]3[N:28]=[CH:27][C:26]([C:25]([F:36])([F:24])[F:37])=[CH:35][C:34]=3[CH2:33]2)=[O:12])[C:5]2[CH:6]=[CH:7][CH:8]=[CH:9][C:4]=2[N:3]=[N:2]1, predict the reactants needed to synthesize it.